This data is from Forward reaction prediction with 1.9M reactions from USPTO patents (1976-2016). The task is: Predict the product of the given reaction. (1) Given the reactants [N:1]1[CH:6]=[CH:5][CH:4]=[C:3]([CH2:7][NH:8][C:9]([C:11]2[S:15][C:14]([C:16]3[NH:17][N:18]=[CH:19][CH:20]=3)=[N:13][C:12]=2[CH3:21])=[O:10])[CH:2]=1.Br[CH2:23][C:24]1[CH:29]=[CH:28][C:27]([Cl:30])=[CH:26][C:25]=1[F:31], predict the reaction product. The product is: [N:1]1[CH:6]=[CH:5][CH:4]=[C:3]([CH2:7][NH:8][C:9]([C:11]2[S:15][C:14]([C:16]3[CH:20]=[CH:19][N:18]([CH2:23][C:24]4[CH:29]=[CH:28][C:27]([Cl:30])=[CH:26][C:25]=4[F:31])[N:17]=3)=[N:13][C:12]=2[CH3:21])=[O:10])[CH:2]=1. (2) Given the reactants [N:1]([C:4]1[CH:14]=[CH:13][C:7]([C:8]([NH:10][CH2:11][CH3:12])=[O:9])=[CH:6][CH:5]=1)=[N+:2]=[N-:3].O=[C:16]([CH2:23][CH2:24][CH3:25])[CH2:17][C:18]([O:20]CC)=[O:19].[O-]CC.[Na+], predict the reaction product. The product is: [CH2:11]([NH:10][C:8]([C:7]1[CH:6]=[CH:5][C:4]([N:1]2[C:16]([CH2:23][CH2:24][CH3:25])=[C:17]([C:18]([OH:20])=[O:19])[N:3]=[N:2]2)=[CH:14][CH:13]=1)=[O:9])[CH3:12].